Dataset: Forward reaction prediction with 1.9M reactions from USPTO patents (1976-2016). Task: Predict the product of the given reaction. Given the reactants [NH:1]1[C:5]2[CH:6]=[CH:7][CH:8]=[CH:9][C:4]=2[N:3]=[C:2]1[S:10][CH2:11][C:12]1[CH:17]=[C:16]([CH3:18])[CH:15]=[CH:14][C:13]=1[NH2:19].C(Cl)(Cl)Cl.C([O:26]CC)C, predict the reaction product. The product is: [NH:1]1[C:5]2[CH:6]=[CH:7][CH:8]=[CH:9][C:4]=2[N:3]=[C:2]1[S:10]([CH2:11][C:12]1[CH:17]=[C:16]([CH3:18])[CH:15]=[CH:14][C:13]=1[NH2:19])=[O:26].